From a dataset of Reaction yield outcomes from USPTO patents with 853,638 reactions. Predict the reaction yield, written as a fraction of the theoretical maximum amount of product (1.0 means a 100% yield; for example, 0.34 means a 34% yield). (1) The reactants are [ClH:1].[O:2]1[C:6]2=[CH:7][CH:8]=[CH:9][C:10](N)=[C:5]2[CH2:4][CH2:3]1.N([O-])=O.[Na+].[S:16](=[O:18])=[O:17]. The catalyst is C(#N)C.O.O.O.[Cu](Cl)Cl.C(O)(=O)C. The product is [O:2]1[C:6]2=[CH:7][CH:8]=[CH:9][C:10]([S:16]([Cl:1])(=[O:18])=[O:17])=[C:5]2[CH2:4][CH2:3]1. The yield is 0.400. (2) The reactants are Br[C:2]1[C:13]([F:14])=[CH:12][C:5]2[O:6][C:7]([CH3:11])([CH3:10])[CH2:8][NH:9][C:4]=2[CH:3]=1.[B:15]1([B:15]2[O:19][C:18]([CH3:21])([CH3:20])[C:17]([CH3:23])([CH3:22])[O:16]2)[O:19][C:18]([CH3:21])([CH3:20])[C:17]([CH3:23])([CH3:22])[O:16]1.C([O-])(=O)C.[K+]. No catalyst specified. The product is [F:14][C:13]1[C:2]([B:15]2[O:19][C:18]([CH3:21])([CH3:20])[C:17]([CH3:23])([CH3:22])[O:16]2)=[CH:3][C:4]2[NH:9][CH2:8][C:7]([CH3:11])([CH3:10])[O:6][C:5]=2[CH:12]=1. The yield is 0.593. (3) The reactants are [NH2:1][C:2]1[S:6][N:5]=[CH:4][N:3]=1.[OH-].[Na+].O.[F:10][C:11]1[CH:12]=[C:13]([S:19](Cl)(=[O:21])=[O:20])[CH:14]=[C:15]([Br:18])[C:16]=1[F:17]. The catalyst is O1CCOCC1. The product is [Br:18][C:15]1[CH:14]=[C:13]([S:19]([NH:1][C:2]2[S:6][N:5]=[CH:4][N:3]=2)(=[O:20])=[O:21])[CH:12]=[C:11]([F:10])[C:16]=1[F:17]. The yield is 0.700. (4) The reactants are [CH3:1][O:2][C:3]1([C:6]2[CH:7]=[C:8]([NH2:18])[N:9]([C:11]3[CH:16]=[CH:15][C:14]([CH3:17])=[CH:13][CH:12]=3)[N:10]=2)[CH2:5][CH2:4]1.N1C=CC=CC=1.[Cl:25][C:26]([Cl:33])([Cl:32])[CH2:27][O:28][C:29](Cl)=[O:30]. The catalyst is C1COCC1. The product is [Cl:25][C:26]([Cl:33])([Cl:32])[CH2:27][O:28][C:29](=[O:30])[NH:18][C:8]1[N:9]([C:11]2[CH:16]=[CH:15][C:14]([CH3:17])=[CH:13][CH:12]=2)[N:10]=[C:6]([C:3]2([O:2][CH3:1])[CH2:5][CH2:4]2)[CH:7]=1. The yield is 0.890. (5) The yield is 0.450. No catalyst specified. The reactants are Cl[C:2]1[N:3]=[N:4][C:5]([CH3:8])=[CH:6][CH:7]=1.[CH3:9][O:10][C:11]1[CH:16]=[C:15](B2OC(C)(C)C(C)(C)O2)[CH:14]=[CH:13][N:12]=1. The product is [CH3:9][O:10][C:11]1[CH:16]=[C:15]([C:2]2[N:3]=[N:4][C:5]([CH3:8])=[CH:6][CH:7]=2)[CH:14]=[CH:13][N:12]=1. (6) The reactants are [CH3:1][N:2]1[CH:7]=[C:6](B2OC(C)(C)C(C)(C)O2)[CH:5]=[CH:4][C:3]1=[O:17].Cl[C:19]1[N:24]=[C:23]([NH:25][C:26]([C:28]2([C:31]3[CH:41]=[CH:40][C:34]4[O:35][C:36]([F:39])([F:38])[O:37][C:33]=4[CH:32]=3)[CH2:30][CH2:29]2)=[O:27])[CH:22]=[CH:21][C:20]=1[CH3:42]. The catalyst is COCCOC.C([O-])([O-])=O.[Na+].[Na+].C1C=CC([P]([Pd]([P](C2C=CC=CC=2)(C2C=CC=CC=2)C2C=CC=CC=2)([P](C2C=CC=CC=2)(C2C=CC=CC=2)C2C=CC=CC=2)[P](C2C=CC=CC=2)(C2C=CC=CC=2)C2C=CC=CC=2)(C2C=CC=CC=2)C2C=CC=CC=2)=CC=1. The product is [F:39][C:36]1([F:38])[O:35][C:34]2[CH:40]=[CH:41][C:31]([C:28]3([C:26]([NH:25][C:23]4[CH:22]=[CH:21][C:20]([CH3:42])=[C:19]([C:6]5[CH:5]=[CH:4][C:3](=[O:17])[N:2]([CH3:1])[CH:7]=5)[N:24]=4)=[O:27])[CH2:30][CH2:29]3)=[CH:32][C:33]=2[O:37]1. The yield is 0.720.